This data is from Reaction yield outcomes from USPTO patents with 853,638 reactions. The task is: Predict the reaction yield, written as a fraction of the theoretical maximum amount of product (1.0 means a 100% yield; for example, 0.34 means a 34% yield). The reactants are [CH2:1]([O:3][CH2:4][O:5][C:6]1[CH:11]=[C:10]([O:12][CH2:13][O:14][CH2:15][CH3:16])[CH:9]=[CH:8][C:7]=1[O:17][CH3:18])[CH3:2].[Li][CH2:20]CCC.CI. The catalyst is C1COCC1. The product is [CH2:15]([O:14][CH2:13][O:12][C:10]1[CH:9]=[CH:8][C:7]([O:17][CH3:18])=[C:6]([O:5][CH2:4][O:3][CH2:1][CH3:2])[C:11]=1[CH3:20])[CH3:16]. The yield is 0.530.